This data is from Forward reaction prediction with 1.9M reactions from USPTO patents (1976-2016). The task is: Predict the product of the given reaction. (1) The product is: [ClH:28].[NH2:20][CH:17]1[CH2:18][CH2:19][N:14]([CH2:13][CH2:12][C:5]2[CH:6]=[CH:7][CH:8]=[C:9]3[C:4]=2[O:3][C:2](=[O:1])[CH:11]=[CH:10]3)[CH2:15][CH2:16]1. Given the reactants [O:1]=[C:2]1[CH:11]=[CH:10][C:9]2[C:4](=[C:5]([CH2:12][CH2:13][N:14]3[CH2:19][CH2:18][CH:17]([NH:20]C(=O)OC(C)(C)C)[CH2:16][CH2:15]3)[CH:6]=[CH:7][CH:8]=2)[O:3]1.[ClH:28], predict the reaction product. (2) Given the reactants FC(F)(F)S(O[CH2:7][C:8]([C:11]1[CH:16]=[CH:15][C:14]([CH:17]([F:19])[F:18])=[CH:13][CH:12]=1)([F:10])[F:9])(=O)=O.[NH:22]1[CH2:27][CH2:26][CH:25]([NH:28][C:29](=[O:35])[O:30][C:31]([CH3:34])([CH3:33])[CH3:32])[CH2:24][CH2:23]1.CCN(C(C)C)C(C)C, predict the reaction product. The product is: [F:19][CH:17]([F:18])[C:14]1[CH:13]=[CH:12][C:11]([C:8]([F:9])([F:10])[CH2:7][N:22]2[CH2:23][CH2:24][CH:25]([NH:28][C:29](=[O:35])[O:30][C:31]([CH3:33])([CH3:32])[CH3:34])[CH2:26][CH2:27]2)=[CH:16][CH:15]=1. (3) Given the reactants [CH:1](=[N:8][CH:9]1[CH2:15][CH2:14][CH2:13][CH2:12][NH:11][CH2:10]1)[C:2]1[CH:7]=[CH:6][CH:5]=[CH:4][CH:3]=1.C(N(CC)CC)C.[C:23](O[C:23]([O:25][C:26]([CH3:29])([CH3:28])[CH3:27])=[O:24])([O:25][C:26]([CH3:29])([CH3:28])[CH3:27])=[O:24].O, predict the reaction product. The product is: [CH:1](=[N:8][CH:9]1[CH2:15][CH2:14][CH2:13][CH2:12][N:11]([C:23]([O:25][C:26]([CH3:29])([CH3:28])[CH3:27])=[O:24])[CH2:10]1)[C:2]1[CH:3]=[CH:4][CH:5]=[CH:6][CH:7]=1. (4) The product is: [F:29][C:28]([F:31])([F:30])[C:25]1[CH:26]=[CH:27][C:22]([NH:21][C:4]2[N:5]3[N:6]=[CH:7][C:8]([C:11]4[C:16]([C:17]([F:20])([F:19])[F:18])=[CH:15][CH:14]=[CH:13][N:12]=4)=[CH:9][C:10]3=[C:2]([C:32]#[N:33])[N:3]=2)=[CH:23][CH:24]=1. Given the reactants Br[C:2]1[N:3]=[C:4]([NH:21][C:22]2[CH:27]=[CH:26][C:25]([C:28]([F:31])([F:30])[F:29])=[CH:24][CH:23]=2)[N:5]2[C:10]=1[CH:9]=[C:8]([C:11]1[C:16]([C:17]([F:20])([F:19])[F:18])=[CH:15][CH:14]=[CH:13][N:12]=1)[CH:7]=[N:6]2.[CH3:32][N:33](C)C(=O)C, predict the reaction product. (5) Given the reactants [N:1]12[CH2:7][C:4]([C:8](OCC)=O)([CH2:5][CH2:6]1)[CH2:3][CH2:2]2.[Cl-].[NH4+:14].C[Al](C)C.[H-].[Al+3].[Li+].[H-].[H-].[H-], predict the reaction product. The product is: [N:1]12[CH2:7][C:4]([CH2:8][NH2:14])([CH2:5][CH2:6]1)[CH2:3][CH2:2]2. (6) The product is: [I:1][C:2]1[CH:3]=[C:4]([C:5](=[O:7])[CH2:17][C:18]2[CH:23]=[CH:22][CH:21]=[CH:20][CH:19]=2)[CH:8]=[CH:9][CH:10]=1. Given the reactants [I:1][C:2]1[CH:3]=[C:4]([CH:8]=[CH:9][CH:10]=1)[C:5]([OH:7])=O.C([O-])([O-])=O.[Cs+].[Cs+].[CH2:17](Br)[C:18]1[CH:23]=[CH:22][CH:21]=[CH:20][CH:19]=1, predict the reaction product.